This data is from Full USPTO retrosynthesis dataset with 1.9M reactions from patents (1976-2016). The task is: Predict the reactants needed to synthesize the given product. (1) Given the product [Br:1][C:2]1[C:10]2[C:9]([N:11]3[CH2:16][CH2:15][CH:14]([NH:17][C:18](=[O:25])[C:19]4[CH:24]=[CH:23][CH:22]=[CH:21][CH:20]=4)[CH2:13][CH2:12]3)=[N:8][CH:7]=[N:6][C:5]=2[NH:4][CH:3]=1, predict the reactants needed to synthesize it. The reactants are: [Br:1][C:2]1[C:10]2[C:9]([N:11]3[CH2:16][CH2:15][CH:14]([NH:17][C:18](=[O:25])[C:19]4[CH:24]=[CH:23][CH:22]=[CH:21][CH:20]=4)[CH2:13][CH2:12]3)=[N:8][CH:7]=[N:6][C:5]=2[N:4](S(C2C=CC=CC=2)(=O)=O)[CH:3]=1.O1CCCC1.C(=O)([O-])[O-].[Cs+].[Cs+]. (2) Given the product [OH:18][CH:14]1[C:15](=[O:17])[CH2:16][CH:9]2[N:8]([C:27]([O:29][C:30]([CH3:31])([CH3:32])[CH3:33])=[O:28])[CH:13]1[CH2:12][O:11][CH2:10]2, predict the reactants needed to synthesize it. The reactants are: C([N:8]1[CH:13]2[CH:14]([OH:18])[C:15](=[O:17])[CH2:16][CH:9]1[CH2:10][O:11][CH2:12]2)C1C=CC=CC=1.[CH3:31][C:30]([O:29][C:27](O[C:27]([O:29][C:30]([CH3:33])([CH3:32])[CH3:31])=[O:28])=[O:28])([CH3:33])[CH3:32]. (3) Given the product [C:11]([O:10][C:6](=[O:5])[CH2:16][CH2:17][CH2:18][CH2:19][CH2:20][CH2:21][CH2:22][CH2:23][CH2:24][CH2:25][CH2:26][CH2:27][CH2:28][CH2:29][CH2:30][CH2:31][C:32]([OH:34])=[O:33])([CH3:12])([CH3:13])[CH3:14], predict the reactants needed to synthesize it. The reactants are: C([O:5][CH:6]([O:10][C:11]([CH3:14])([CH3:13])[CH3:12])N(C)C)(C)(C)C.C(O)(=O)[CH2:16][CH2:17][CH2:18][CH2:19][CH2:20][CH2:21][CH2:22][CH2:23][CH2:24][CH2:25][CH2:26][CH2:27][CH2:28][CH2:29][CH2:30][CH2:31][C:32]([OH:34])=[O:33]. (4) The reactants are: [CH2:1]([O:3][C:4](=[O:50])[C:5]([CH3:49])([O:42][C:43]1[CH:48]=[CH:47][CH:46]=[CH:45][CH:44]=1)[CH2:6][C:7]1[CH:12]=[CH:11][C:10]([O:13][CH2:14][CH2:15][CH:16]2[CH2:20][N:19]([CH2:21][C:22]3[CH:27]=[CH:26][C:25]([C:28]([F:31])([F:30])[F:29])=[CH:24][CH:23]=3)[C:18](=[O:32])[N:17]2CC2C=CC(OC)=CC=2)=[CH:9][CH:8]=1)[CH3:2].C([SiH](CC)CC)C. Given the product [CH2:1]([O:3][C:4](=[O:50])[C:5]([CH3:49])([O:42][C:43]1[CH:48]=[CH:47][CH:46]=[CH:45][CH:44]=1)[CH2:6][C:7]1[CH:12]=[CH:11][C:10]([O:13][CH2:14][CH2:15][CH:16]2[CH2:20][N:19]([CH2:21][C:22]3[CH:27]=[CH:26][C:25]([C:28]([F:29])([F:30])[F:31])=[CH:24][CH:23]=3)[C:18](=[O:32])[NH:17]2)=[CH:9][CH:8]=1)[CH3:2], predict the reactants needed to synthesize it. (5) Given the product [CH:27]([Si:15]([CH:12]([CH3:13])[CH3:14])([CH:24]([CH3:26])[CH3:25])[O:16][CH2:17][CH:18]1[O:22][C:21](=[O:23])[CH2:20][CH:19]1[CH2:33][N+:30]([O-:32])=[O:31])([CH3:29])[CH3:28], predict the reactants needed to synthesize it. The reactants are: N12CCCN=C1CCCCC2.[CH:12]([Si:15]([CH:27]([CH3:29])[CH3:28])([CH:24]([CH3:26])[CH3:25])[O:16][CH2:17][CH:18]1[O:22][C:21](=[O:23])[CH:20]=[CH:19]1)([CH3:14])[CH3:13].[N+:30]([CH3:33])([O-:32])=[O:31]. (6) Given the product [Br:1][C:2]1[CH:3]=[C:4]2[C:9](=[C:10]([F:12])[CH:11]=1)[N:8]=[C:7]([C:13]1[CH:14]=[N:15][CH:16]=[CH:17][CH:18]=1)[N:6]=[C:5]2[Cl:22], predict the reactants needed to synthesize it. The reactants are: [Br:1][C:2]1[CH:3]=[C:4]2[C:9](=[C:10]([F:12])[CH:11]=1)[N:8]=[C:7]([C:13]1[CH:14]=[N:15][CH:16]=[CH:17][CH:18]=1)[N:6]=[C:5]2O.P(Cl)(Cl)([Cl:22])=O.